This data is from Retrosynthesis with 50K atom-mapped reactions and 10 reaction types from USPTO. The task is: Predict the reactants needed to synthesize the given product. (1) Given the product NC(=O)C(O)C(Cc1ccccc1)NC(=O)c1cccnc1-c1nc(-c2ccc(F)cc2)cs1, predict the reactants needed to synthesize it. The reactants are: NC(=O)C(O)C(N)Cc1ccccc1.O=C(O)c1cccnc1-c1nc(-c2ccc(F)cc2)cs1. (2) Given the product COCCOc1ccc(C(C)=O)c(O)c1, predict the reactants needed to synthesize it. The reactants are: CC(=O)c1ccc(O)cc1O.COCCO. (3) Given the product CCCCCCCOc1ccc(C(=O)COC(=O)c2ccc(Br)cc2)cc1, predict the reactants needed to synthesize it. The reactants are: CCCCCCCOc1ccc(C(=O)CBr)cc1.O=C(O)c1ccc(Br)cc1. (4) The reactants are: CCO.O=C(O)CCCCc1ccccc1. Given the product CCOC(=O)CCCCc1ccccc1, predict the reactants needed to synthesize it. (5) Given the product O=C1CN(C(=O)Cc2ccccc2Cl)N(Cc2ccc(Cl)cc2)C(=O)N1, predict the reactants needed to synthesize it. The reactants are: O=C(Cl)Cc1ccccc1Cl.O=C1CNN(Cc2ccc(Cl)cc2)C(=O)N1.